Dataset: Forward reaction prediction with 1.9M reactions from USPTO patents (1976-2016). Task: Predict the product of the given reaction. The product is: [ClH:1].[ClH:1].[NH2:28][C@@H:25]1[CH2:26][CH2:27][N:23]([C:2]2[CH:11]=[CH:10][C:9]3[C:8]([C:12]([NH:14][CH2:15][CH:16]4[CH2:21][CH2:20][CH2:19][CH2:18][CH2:17]4)=[O:13])=[C:7]([Cl:22])[CH:6]=[CH:5][C:4]=3[N:3]=2)[CH2:24]1. Given the reactants [Cl:1][C:2]1[CH:11]=[CH:10][C:9]2[C:8]([C:12]([NH:14][CH2:15][CH:16]3[CH2:21][CH2:20][CH2:19][CH2:18][CH2:17]3)=[O:13])=[C:7]([Cl:22])[CH:6]=[CH:5][C:4]=2[N:3]=1.[NH:23]1[CH2:27][CH2:26][C@@H:25]([NH2:28])[CH2:24]1, predict the reaction product.